The task is: Predict the reaction yield, written as a fraction of the theoretical maximum amount of product (1.0 means a 100% yield; for example, 0.34 means a 34% yield).. This data is from Reaction yield outcomes from USPTO patents with 853,638 reactions. The reactants are [Cl-].C[NH2+]C[CH2:5][CH2:6][C:7]([NH:9][CH2:10][CH2:11][F:12])=[O:8].[CH3:13][N:14]1[C:26]2[CH2:25][CH2:24][CH:23]([CH:27]3[CH2:32][CH2:31][O:30][CH2:29][CH2:28]3)[CH2:22][C:21]=2[C:20]2[C:15]1=[CH:16][CH:17]=[C:18](C(O)=O)[CH:19]=2.CCN(C(C)C)C(C)C.CN(C(ON1N=NC2C=CC=NC1=2)=[N+](C)C)C.F[P-](F)(F)(F)(F)F.[CH3:69][N:70]([CH:72]=[O:73])[CH3:71]. No catalyst specified. The product is [F:12][CH2:11][CH2:10][NH:9][C:7](=[O:8])[CH2:6][CH2:5][CH2:69][N:70]([CH3:71])[C:72]([C:18]1[CH:19]=[C:20]2[C:15](=[CH:16][CH:17]=1)[N:14]([CH3:13])[C:26]1[CH2:25][CH2:24][CH:23]([CH:27]3[CH2:32][CH2:31][O:30][CH2:29][CH2:28]3)[CH2:22][C:21]2=1)=[O:73]. The yield is 0.390.